Dataset: Forward reaction prediction with 1.9M reactions from USPTO patents (1976-2016). Task: Predict the product of the given reaction. (1) The product is: [C:32]([C:34]1[CH:39]=[CH:38][C:37]([N:40]2[C:44](=[O:45])[C:43]([CH3:46])([CH3:47])[N:42]([CH2:48][C:49]3[CH:54]=[CH:53][C:52]([F:55])=[CH:51][C:50]=3[NH:56][C:57]([NH:58][C:59]3[CH:64]=[CH:63][C:62]([S:14]([CH2:2][CH3:3])(=[O:15])=[O:19])=[CH:61][CH:60]=3)=[O:70])[C:41]2=[O:71])=[CH:36][C:35]=1[CH:72]1[CH2:21][CH2:20]1)#[N:33]. Given the reactants N[C:2]1C=CC(SCC(OC)=O)=C[CH:3]=1.[S:14](Cl)(Cl)=[O:15].C[OH:19].[CH2:20](S(NC1C=CC=CC=1)(=O)=O)[CH3:21].[C:32]([C:34]1[CH:39]=[CH:38][C:37]([N:40]2[C:44](=[O:45])[C:43]([CH3:47])([CH3:46])[N:42]([CH2:48][C:49]3[CH:54]=[CH:53][C:52]([F:55])=[CH:51][C:50]=3[NH:56][C:57](=[O:70])[NH:58][C:59]3[CH:64]=[CH:63][C:62](SCC([O-])=O)=[CH:61][CH:60]=3)[C:41]2=[O:71])=[CH:36][C:35]=1[C:72](F)(F)F)#[N:33], predict the reaction product. (2) Given the reactants [CH2:1]([O:8][C:9]1[CH:14]=[CH:13][C:12]([CH2:15][CH2:16][CH2:17][CH2:18][CH2:19][S:20](Cl)(=[O:22])=[O:21])=[CH:11][CH:10]=1)[C:2]1[CH:7]=[CH:6][CH:5]=[CH:4][CH:3]=1.[NH4+].[F-:25], predict the reaction product. The product is: [CH2:1]([O:8][C:9]1[CH:14]=[CH:13][C:12]([CH2:15][CH2:16][CH2:17][CH2:18][CH2:19][S:20]([F:25])(=[O:22])=[O:21])=[CH:11][CH:10]=1)[C:2]1[CH:7]=[CH:6][CH:5]=[CH:4][CH:3]=1.[CH2:1]([O:8][C:9]1[CH:10]=[CH:11][C:12]([CH2:15][CH2:16][CH2:17][CH2:18][CH2:19][CH2:18][CH2:19][S:20]([F:25])(=[O:22])=[O:21])=[CH:13][CH:14]=1)[C:2]1[CH:3]=[CH:4][CH:5]=[CH:6][CH:7]=1. (3) Given the reactants [NH2:1][C:2]1[C:6]([C:7]2[CH:12]=[CH:11][CH:10]=[CH:9][CH:8]=2)=[CH:5][S:4][C:3]=1[C:13]([O:15]C)=O.[CH:17](OCC)(OCC)OCC.[NH2:27][C:28]1[CH:33]=[CH:32][CH:31]=[CH:30][CH:29]=1.C(O)(=O)C, predict the reaction product. The product is: [C:28]1([N:27]2[C:13](=[O:15])[C:3]3[S:4][CH:5]=[C:6]([C:7]4[CH:8]=[CH:9][CH:10]=[CH:11][CH:12]=4)[C:2]=3[N:1]=[CH:17]2)[CH:33]=[CH:32][CH:31]=[CH:30][CH:29]=1. (4) Given the reactants [Cl:1][C:2]1[C:7]([CH3:8])=[CH:6][C:5]([S:9]([NH:12][C:13]2[CH:14]=[C:15]([C:19]3[CH:24]=[CH:23][C:22]([CH:25]=O)=[CH:21][CH:20]=3)[CH:16]=[CH:17][CH:18]=2)(=[O:11])=[O:10])=[C:4]([CH3:27])[CH:3]=1.C[O:29][C:30]([CH:32]1[CH2:35][NH:34][CH2:33]1)=[O:31], predict the reaction product. The product is: [Cl:1][C:2]1[C:7]([CH3:8])=[CH:6][C:5]([S:9]([NH:12][C:13]2[CH:14]=[C:15]([C:19]3[CH:24]=[CH:23][C:22]([CH2:25][N:34]4[CH2:35][CH:32]([C:30]([OH:29])=[O:31])[CH2:33]4)=[CH:21][CH:20]=3)[CH:16]=[CH:17][CH:18]=2)(=[O:11])=[O:10])=[C:4]([CH3:27])[CH:3]=1. (5) The product is: [Br:9][C:10]1[CH:11]=[C:12]([C:17]2([C:29]3[CH:34]=[CH:33][C:32]([O:35][CH3:36])=[C:31]([CH3:37])[CH:30]=3)[C:21]3=[N:22][CH2:23][C:24]([F:27])([F:26])[CH2:25][N:20]3[C:19]([NH2:2])=[N:18]2)[CH:13]=[CH:14][C:15]=1[F:16]. Given the reactants [OH-].[NH4+:2].C(OO)(C)(C)C.[Br:9][C:10]1[CH:11]=[C:12]([C:17]2([C:29]3[CH:34]=[CH:33][C:32]([O:35][CH3:36])=[C:31]([CH3:37])[CH:30]=3)[C:21]3=[N:22][CH2:23][C:24]([F:27])([F:26])[CH2:25][N:20]3[C:19](=S)[NH:18]2)[CH:13]=[CH:14][C:15]=1[F:16], predict the reaction product. (6) Given the reactants [O:1]([C:8]1[CH:13]=[CH:12][C:11](B2OC(C)(C)C(C)(C)O2)=[CH:10][CH:9]=1)[C:2]1[CH:7]=[CH:6][CH:5]=[CH:4][CH:3]=1.[Cl:23][C:24]1[C:25]2[C:32](I)=[CH:31][N:30]([CH:34]3[CH2:43][CH2:42][C:37]4([O:41][CH2:40][CH2:39][O:38]4)[CH2:36][CH2:35]3)[C:26]=2[N:27]=[CH:28][N:29]=1.C(=O)([O-])[O-].[Na+].[Na+].O, predict the reaction product. The product is: [Cl:23][C:24]1[C:25]2[C:32]([C:11]3[CH:10]=[CH:9][C:8]([O:1][C:2]4[CH:3]=[CH:4][CH:5]=[CH:6][CH:7]=4)=[CH:13][CH:12]=3)=[CH:31][N:30]([CH:34]3[CH2:43][CH2:42][C:37]4([O:41][CH2:40][CH2:39][O:38]4)[CH2:36][CH2:35]3)[C:26]=2[N:27]=[CH:28][N:29]=1. (7) Given the reactants C([Li])CCC.[CH3:6][O:7][C:8]1[C:16]2[S:15][C:14]([C:17]([OH:19])=[O:18])=[CH:13][C:12]=2[CH:11]=[CH:10][CH:9]=1.[F:20]N(S(C1C=CC=CC=1)(=O)=O)S(C1C=CC=CC=1)(=O)=O.Cl, predict the reaction product. The product is: [F:20][C:13]1[C:12]2[CH:11]=[CH:10][CH:9]=[C:8]([O:7][CH3:6])[C:16]=2[S:15][C:14]=1[C:17]([OH:19])=[O:18]. (8) The product is: [CH3:4][CH:2]1[O:3][C:1](=[O:5])[CH:2]([CH3:4])[O:6][C:1]1=[O:5]. Given the reactants [C:1]([OH:6])(=[O:5])[CH:2]([CH3:4])[OH:3].[S-2].[Na+].[Na+], predict the reaction product. (9) Given the reactants Cl[C:2]1[N:7]=[N:6][CH:5]=[C:4]([N:8]2[CH:12]=[CH:11][C:10]([N:13]3[CH2:18][C:17]([CH3:20])([CH3:19])[O:16][C@H:15]([C@@H:21]([OH:29])[C:22]([O:24][C:25]([CH3:28])([CH3:27])[CH3:26])=[O:23])[C:14]3=[O:30])=[N:9]2)[CH:3]=1.[CH3:31][N:32](C=O)C, predict the reaction product. The product is: [C:31]([C:2]1[N:7]=[N:6][CH:5]=[C:4]([N:8]2[CH:12]=[CH:11][C:10]([N:13]3[CH2:18][C:17]([CH3:19])([CH3:20])[O:16][C@H:15]([C@@H:21]([OH:29])[C:22]([O:24][C:25]([CH3:26])([CH3:27])[CH3:28])=[O:23])[C:14]3=[O:30])=[N:9]2)[CH:3]=1)#[N:32].